From a dataset of Peptide-MHC class I binding affinity with 185,985 pairs from IEDB/IMGT. Regression. Given a peptide amino acid sequence and an MHC pseudo amino acid sequence, predict their binding affinity value. This is MHC class I binding data. (1) The peptide sequence is GLAMGIMILK. The MHC is HLA-A11:01 with pseudo-sequence HLA-A11:01. The binding affinity (normalized) is 0.608. (2) The peptide sequence is YIWKSYVHI. The MHC is HLA-A02:03 with pseudo-sequence HLA-A02:03. The binding affinity (normalized) is 0.764. (3) The peptide sequence is FRAFRNLNV. The MHC is HLA-A02:01 with pseudo-sequence HLA-A02:01. The binding affinity (normalized) is 0. (4) The peptide sequence is REVSTAAVT. The MHC is HLA-B44:03 with pseudo-sequence HLA-B44:03. The binding affinity (normalized) is 0.184. (5) The peptide sequence is KRLRLIHLLHQ. The MHC is Mamu-B08 with pseudo-sequence Mamu-B08. The binding affinity (normalized) is 0.614. (6) The peptide sequence is RLRPGGKKKY. The MHC is HLA-B44:03 with pseudo-sequence HLA-B44:03. The binding affinity (normalized) is 0.